From a dataset of Merck oncology drug combination screen with 23,052 pairs across 39 cell lines. Regression. Given two drug SMILES strings and cell line genomic features, predict the synergy score measuring deviation from expected non-interaction effect. Cell line: SKMEL30. Synergy scores: synergy=-0.520. Drug 1: CCC1(O)CC2CN(CCc3c([nH]c4ccccc34)C(C(=O)OC)(c3cc4c(cc3OC)N(C)C3C(O)(C(=O)OC)C(OC(C)=O)C5(CC)C=CCN6CCC43C65)C2)C1. Drug 2: Cn1cc(-c2cnn3c(N)c(Br)c(C4CCCNC4)nc23)cn1.